From a dataset of Forward reaction prediction with 1.9M reactions from USPTO patents (1976-2016). Predict the product of the given reaction. Given the reactants [Cl:1][C:2]1[CH:7]=[CH:6][C:5]([I:8])=[CH:4][C:3]=1[OH:9].C(=O)([O-])[O-].[K+].[K+].Br[CH2:17][C:18]([O:20][C:21]([CH3:24])([CH3:23])[CH3:22])=[O:19].O, predict the reaction product. The product is: [Cl:1][C:2]1[CH:7]=[CH:6][C:5]([I:8])=[CH:4][C:3]=1[O:9][CH2:17][C:18]([O:20][C:21]([CH3:24])([CH3:23])[CH3:22])=[O:19].